From a dataset of Full USPTO retrosynthesis dataset with 1.9M reactions from patents (1976-2016). Predict the reactants needed to synthesize the given product. (1) Given the product [C:31]([C:33]1[CH:38]=[C:37]([C:7]2[NH:6][C:5]([CH:9]=[O:10])=[C:4]([C:11]([O:13][CH2:14][C:15]3[CH:20]=[CH:19][CH:18]=[CH:17][CH:16]=3)=[O:12])[C:3]=2[CH2:1][CH3:2])[CH:36]=[CH:35][CH:34]=1)#[N:32], predict the reactants needed to synthesize it. The reactants are: [CH2:1]([C:3]1[C:4]([C:11]([O:13][CH2:14][C:15]2[CH:20]=[CH:19][CH:18]=[CH:17][CH:16]=2)=[O:12])=[C:5]([CH:9]=[O:10])[NH:6][C:7]=1I)[CH3:2].FC1C=CC(B(O)O)=CC=1.[C:31]([C:33]1[CH:34]=[C:35](B(O)O)[CH:36]=[CH:37][CH:38]=1)#[N:32]. (2) Given the product [I:10][C:9]1[CH:8]=[CH:7][CH:6]=[C:5]2[C:4]=1[C:3](=[O:13])[N:23]([CH2:22][C:21]1[CH:24]=[CH:25][CH:26]=[C:19]([O:18][C:17]3[CH:27]=[CH:28][CH:29]=[CH:30][C:16]=3[O:15][CH3:14])[CH:20]=1)[CH2:11]2, predict the reactants needed to synthesize it. The reactants are: CO[C:3](=[O:13])[C:4]1[C:9]([I:10])=[CH:8][CH:7]=[CH:6][C:5]=1[CH2:11]Br.[CH3:14][O:15][C:16]1[CH:30]=[CH:29][CH:28]=[CH:27][C:17]=1[O:18][C:19]1[CH:20]=[C:21]([CH:24]=[CH:25][CH:26]=1)[CH2:22][NH2:23].C([O-])([O-])=O.[K+].[K+].C(OCC)(=O)C. (3) Given the product [F:1][C:2]1[CH:3]=[C:4]([C@@H:9]2[CH2:11][C@H:10]2[C:12]([Cl:17])=[O:14])[CH:5]=[CH:6][C:7]=1[F:8], predict the reactants needed to synthesize it. The reactants are: [F:1][C:2]1[CH:3]=[C:4]([C@@H:9]2[CH2:11][C@H:10]2[C:12]([OH:14])=O)[CH:5]=[CH:6][C:7]=1[F:8].S(Cl)([Cl:17])=O. (4) Given the product [O:14]=[C:6]1[CH2:5][CH2:4][C:3]([C:15]2[CH:16]=[N:17][CH:18]=[CH:19][CH:20]=2)([C:1]#[N:2])[CH2:8][CH2:7]1, predict the reactants needed to synthesize it. The reactants are: [C:1]([C:3]1([C:15]2[CH:16]=[N:17][CH:18]=[CH:19][CH:20]=2)[CH2:8][CH:7](C(OCC)=O)[C:6](=[O:14])[CH2:5][CH2:4]1)#[N:2].Cl.[OH-].[Na+]. (5) Given the product [C:25]1([CH3:29])[CH:26]=[CH:27][CH:28]=[C:23]([NH:22][C:18]2[N:17]=[C:16]([C:14]3[S:15][C:11]([NH:10][C:1](=[O:9])[C:2]4[CH:3]=[CH:4][CH:5]=[CH:6][CH:7]=4)=[CH:12][CH:13]=3)[CH:21]=[CH:20][N:19]=2)[CH:24]=1, predict the reactants needed to synthesize it. The reactants are: [C:1]([OH:9])(=O)[C:2]1[CH:7]=[CH:6][CH:5]=[CH:4][CH:3]=1.[NH2:10][C:11]1[S:15][C:14]([C:16]2[CH:21]=[CH:20][N:19]=[C:18]([NH:22][C:23]3[CH:24]=[C:25]([CH3:29])[CH:26]=[CH:27][CH:28]=3)[N:17]=2)=[CH:13][CH:12]=1.CN(C(ON1N=NC2C=CC=NC1=2)=[N+](C)C)C.F[P-](F)(F)(F)(F)F. (6) Given the product [OH:1][B:2]1[C:6]2[CH:7]=[C:8]([NH:11][S:12]([C:15]3[CH:16]=[N:17][C:18]([OH:21])=[CH:19][CH:20]=3)(=[O:14])=[O:13])[CH:9]=[CH:10][C:5]=2[CH2:4][O:3]1, predict the reactants needed to synthesize it. The reactants are: [OH:1][B:2]1[C:6]2[CH:7]=[C:8]([NH:11][S:12]([C:15]3[CH:16]=[N:17][C:18]([O:21]C)=[CH:19][CH:20]=3)(=[O:14])=[O:13])[CH:9]=[CH:10][C:5]=2[CH2:4][O:3]1.C(=O)(O)[O-].[Na+].